Dataset: Full USPTO retrosynthesis dataset with 1.9M reactions from patents (1976-2016). Task: Predict the reactants needed to synthesize the given product. The reactants are: [NH:1]1[CH:5]=[C:4]([C:6]2[C:7]([C:12]3[CH:17]=[CH:16][CH:15]=[CH:14][CH:13]=3)=[N:8][O:9][C:10]=2[CH3:11])[N:3]=[CH:2]1.[Br:18][C:19]1[CH:24]=[CH:23][CH:22]=[CH:21][C:20]=1B(O)O. Given the product [Br:18][C:19]1[CH:24]=[CH:23][CH:22]=[CH:21][C:20]=1[N:1]1[CH:5]=[C:4]([C:6]2[C:7]([C:12]3[CH:13]=[CH:14][CH:15]=[CH:16][CH:17]=3)=[N:8][O:9][C:10]=2[CH3:11])[N:3]=[CH:2]1, predict the reactants needed to synthesize it.